From a dataset of Full USPTO retrosynthesis dataset with 1.9M reactions from patents (1976-2016). Predict the reactants needed to synthesize the given product. (1) Given the product [C:15]1([C:2]2[C:3]([N:10]3[CH2:14][CH2:13][CH2:12][CH2:11]3)=[C:4]([CH:7]=[CH:8][N:9]=2)[C:5]#[N:6])[CH:20]=[CH:19][CH:18]=[CH:17][CH:16]=1, predict the reactants needed to synthesize it. The reactants are: Cl[C:2]1[C:3]([N:10]2[CH2:14][CH2:13][CH2:12][CH2:11]2)=[C:4]([CH:7]=[CH:8][N:9]=1)[C:5]#[N:6].[C:15]1(B(O)O)[CH:20]=[CH:19][CH:18]=[CH:17][CH:16]=1. (2) Given the product [Br:16][C:17]1[N:18]=[C:19]([C:15]2[N:6]3[CH:7]=[CH:8][CH:9]=[C:10]([C:11]([F:13])([F:14])[F:12])[C:5]3=[N:4][C:3]=2[CH2:1][CH3:2])[CH:20]=[CH:21][CH:22]=1, predict the reactants needed to synthesize it. The reactants are: [CH2:1]([C:3]1[N:4]=[C:5]2[C:10]([C:11]([F:14])([F:13])[F:12])=[CH:9][CH:8]=[CH:7][N:6]2[CH:15]=1)[CH3:2].[Br:16][C:17]1[CH:22]=[CH:21][CH:20]=[C:19](Br)[N:18]=1.C(=O)([O-])[O-].[Cs+].[Cs+]. (3) Given the product [F:1][C:2]1[CH:7]=[CH:6][C:5]([C:8]2[N:27]([CH:24]3[CH2:25][CH2:26][S:21][CH2:22][CH2:23]3)[N:28]=[C:10]([CH3:11])[CH:9]=2)=[CH:4][CH:3]=1, predict the reactants needed to synthesize it. The reactants are: [F:1][C:2]1[CH:7]=[CH:6][C:5]([C:8](=O)[CH2:9][C:10](=O)[CH3:11])=[CH:4][CH:3]=1.FC(F)(F)C(O)=O.[S:21]1[CH2:26][CH2:25][CH:24]([NH:27][NH2:28])[CH2:23][CH2:22]1.C(N(CC)CC)C.FC(F)(F)C(O)=O. (4) Given the product [Cl:27][C:28]1[N:33]=[CH:32][C:31]([CH2:34][C:5]2[C:6]3[CH:11]=[C:10]([CH2:12][CH2:13][CH2:14][CH2:15][N:16]4[CH:20]=[C:19]([C:21]([OH:23])=[O:22])[N:18]=[N:17]4)[N:9]=[N:8][C:7]=3[NH:24][C:4]=2[CH:1]2[CH2:3][CH2:2]2)=[CH:30][CH:29]=1, predict the reactants needed to synthesize it. The reactants are: [CH:1]1([C:4]2[NH:24][C:7]3[N:8]=[N:9][C:10]([CH2:12][CH2:13][CH2:14][CH2:15][N:16]4[CH:20]=[C:19]([C:21]([OH:23])=[O:22])[N:18]=[N:17]4)=[CH:11][C:6]=3[C:5]=2I)[CH2:3][CH2:2]1.[Cl-].[Cl:27][C:28]1[N:33]=[CH:32][C:31]([CH2:34][Zn+])=[CH:30][CH:29]=1.O1C=CC=C1P(C1OC=CC=1)C1OC=CC=1.